Dataset: Catalyst prediction with 721,799 reactions and 888 catalyst types from USPTO. Task: Predict which catalyst facilitates the given reaction. (1) Reactant: [CH:1]1([N:4]([CH3:27])[C:5]2[C:6](OS(C(F)(F)F)(=O)=O)=[N:7][C:8]3[C:13]([N:14]=2)=[CH:12][C:11]([C:15]([O:17][CH3:18])=[O:16])=[CH:10][CH:9]=3)[CH2:3][CH2:2]1.[O:28]1[C:32]2[CH:33]=[CH:34][CH:35]=[CH:36][C:31]=2[CH:30]=[C:29]1B(O)O.[O-]P([O-])([O-])=O.[K+].[K+].[K+]. Product: [O:28]1[C:32]2[CH:33]=[CH:34][CH:35]=[CH:36][C:31]=2[CH:30]=[C:29]1[C:6]1[C:5]([N:4]([CH:1]2[CH2:3][CH2:2]2)[CH3:27])=[N:14][C:13]2[C:8](=[CH:9][CH:10]=[C:11]([C:15]([O:17][CH3:18])=[O:16])[CH:12]=2)[N:7]=1. The catalyst class is: 70. (2) Reactant: [OH-].[Na+].C[O:4][C:5](=[O:32])[CH2:6][C:7]1[CH:12]=[CH:11][C:10]([O:13][C:14]2[C:23]3[CH2:22][C:21]([F:25])([F:24])[CH2:20][CH2:19][C:18]=3[N:17]=[C:16]([C:26]3[S:27][C:28]([Cl:31])=[CH:29][CH:30]=3)[N:15]=2)=[CH:9][CH:8]=1. Product: [Cl:31][C:28]1[S:27][C:26]([C:16]2[N:15]=[C:14]([O:13][C:10]3[CH:11]=[CH:12][C:7]([CH2:6][C:5]([OH:32])=[O:4])=[CH:8][CH:9]=3)[C:23]3[CH2:22][C:21]([F:24])([F:25])[CH2:20][CH2:19][C:18]=3[N:17]=2)=[CH:30][CH:29]=1. The catalyst class is: 5. (3) Product: [CH3:26][O:25][C:23]([C@H:14]1[CH2:11][CH2:10][N:9]([C:23]([O:25][C:26]([CH3:27])([CH3:28])[CH3:29])=[O:24])[CH2:12]1)=[O:24]. The catalyst class is: 33. Reactant: C[Si](Cl)(C)C.C([N:9]([CH:12]([CH3:14])C)[CH2:10][CH3:11])(C)C.[C:23](O[C:23]([O:25][C:26]([CH3:29])([CH3:28])[CH3:27])=[O:24])([O:25][C:26]([CH3:29])([CH3:28])[CH3:27])=[O:24]. (4) Reactant: Cl[C:2]1[N:3]=[C:4]([N:22]2[CH2:27][CH2:26][O:25][CH2:24][CH2:23]2)[C:5]2[N:10]=[C:9]([CH2:11][N:12]3[CH2:15][CH:14]([CH:16]4[CH2:21][CH2:20][O:19][CH2:18][CH2:17]4)[CH2:13]3)[S:8][C:6]=2[N:7]=1.[CH2:28]([C:30]1[NH:31][C:32]2[CH:38]=[CH:37][CH:36]=[CH:35][C:33]=2[N:34]=1)[CH3:29].CC(C1C=C(C(C)C)C(C2C=CC=CC=2P(C2CCCCC2)C2CCCCC2)=C(C(C)C)C=1)C.C([O-])([O-])=O.[Cs+].[Cs+]. The catalyst class is: 62. Product: [CH2:28]([C:30]1[N:31]([C:2]2[N:3]=[C:4]([N:22]3[CH2:23][CH2:24][O:25][CH2:26][CH2:27]3)[C:5]3[N:10]=[C:9]([CH2:11][N:12]4[CH2:13][CH:14]([CH:16]5[CH2:21][CH2:20][O:19][CH2:18][CH2:17]5)[CH2:15]4)[S:8][C:6]=3[N:7]=2)[C:32]2[CH:38]=[CH:37][CH:36]=[CH:35][C:33]=2[N:34]=1)[CH3:29]. (5) Reactant: [BH4-].[Li+].C([O:5][C:6](=O)[C:7]1[CH:12]=[CH:11][CH:10]=[CH:9][C:8]=1[N:13]([S:15]([CH3:18])(=[O:17])=[O:16])[CH3:14])C.[Cl-].[NH4+].S([O-])([O-])(=O)=O.[Na+].[Na+]. Product: [OH:5][CH2:6][C:7]1[CH:12]=[CH:11][CH:10]=[CH:9][C:8]=1[N:13]([CH3:14])[S:15]([CH3:18])(=[O:17])=[O:16]. The catalyst class is: 217. (6) Reactant: S(=O)(=O)(O)O.[N+:6]([O-:9])(O)=[O:7].NC(N)=N.[Br:14][C:15]1[CH:21]=[CH:20][C:18]([NH2:19])=[C:17]([O:22][CH3:23])[CH:16]=1. Product: [Br:14][C:15]1[C:21]([N+:6]([O-:9])=[O:7])=[CH:20][C:18]([NH2:19])=[C:17]([O:22][CH3:23])[CH:16]=1. The catalyst class is: 74. (7) Reactant: Cl[CH2:2][CH2:3][CH2:4][N:5]1[C:14]2[C:9](=[C:10]([CH3:15])[CH:11]=[CH:12][CH:13]=2)[CH:8]=[CH:7][C:6]1=[O:16].C([O-])([O-])=O.[K+].[K+].[CH2:23]([CH:27]1[CH2:32][CH2:31][NH:30][CH2:29][CH2:28]1)[CH2:24][CH2:25][CH3:26]. Product: [CH2:23]([CH:27]1[CH2:32][CH2:31][N:30]([CH2:2][CH2:3][CH2:4][N:5]2[C:14]3[C:9](=[C:10]([CH3:15])[CH:11]=[CH:12][CH:13]=3)[CH:8]=[CH:7][C:6]2=[O:16])[CH2:29][CH2:28]1)[CH2:24][CH2:25][CH3:26]. The catalyst class is: 210. (8) Reactant: [C:1]([N:4]1[CH2:9][CH2:8][NH:7][CH2:6][CH2:5]1)(=[O:3])[CH3:2].C(N(C(C)C)CC)(C)C.Cl[C:20]1[CH:25]=[CH:24][N:23]=[C:22]([NH:26][C:27]2[S:28][C:29]([C:32]3[CH:33]=[N:34][CH:35]=[C:36]([CH:40]=3)[C:37]([OH:39])=[O:38])=[CH:30][N:31]=2)[CH:21]=1. Product: [C:1]([N:4]1[CH2:9][CH2:8][N:7]([C:20]2[CH:25]=[CH:24][N:23]=[C:22]([NH:26][C:27]3[S:28][C:29]([C:32]4[CH:33]=[N:34][CH:35]=[C:36]([CH:40]=4)[C:37]([OH:39])=[O:38])=[CH:30][N:31]=3)[CH:21]=2)[CH2:6][CH2:5]1)(=[O:3])[CH3:2]. The catalyst class is: 51. (9) The catalyst class is: 11. Product: [Ti+4:32].[CH2:1]([P:3]([OH:11])([CH2:5][CH:6]([CH3:10])[C:7]([O-:9])=[O:8])=[O:4])[CH3:2].[CH2:1]([P:3]([CH2:5][CH:6]([CH3:10])[C:7]([O-:9])=[O:8])([OH:11])=[O:4])[CH3:2].[CH2:1]([P:3]([CH2:5][CH:6]([CH3:10])[C:7]([O-:9])=[O:8])([OH:11])=[O:4])[CH3:2].[CH2:1]([P:3]([CH2:5][CH:6]([CH3:10])[C:7]([O-:9])=[O:8])([OH:11])=[O:4])[CH3:2]. Reactant: [CH2:1]([P:3]([OH:11])([CH2:5][CH:6]([CH3:10])[C:7]([OH:9])=[O:8])=[O:4])[CH3:2].[O-]CCCC.[O-]CCCC.[O-]CCCC.[O-]CCCC.[Ti+4:32]. (10) Reactant: [C:1](=[C:4]1[CH2:9][CH2:8][C:7]([CH2:11][OH:12])([CH3:10])[CH:6]=[CH:5]1)([CH3:3])[CH3:2]. Product: [CH:1]([C:4]1[CH2:9][CH2:8][C:7]([CH2:11][OH:12])([CH3:10])[CH2:6][CH:5]=1)([CH3:3])[CH3:2]. The catalyst class is: 32.